From a dataset of Full USPTO retrosynthesis dataset with 1.9M reactions from patents (1976-2016). Predict the reactants needed to synthesize the given product. Given the product [Br:16][C:6]1[CH:5]=[CH:4][C:3]([O:2][CH3:1])=[C:12]2[C:7]=1[C:8]([C:13]([OH:15])=[O:14])=[CH:9][CH:10]=[N:11]2, predict the reactants needed to synthesize it. The reactants are: [CH3:1][O:2][C:3]1[CH:4]=[CH:5][CH:6]=[C:7]2[C:12]=1[N:11]=[CH:10][CH:9]=[C:8]2[C:13]([OH:15])=[O:14].[Br:16]N1C(=O)CCC1=O.O.[OH-].[NH4+].